This data is from Full USPTO retrosynthesis dataset with 1.9M reactions from patents (1976-2016). The task is: Predict the reactants needed to synthesize the given product. Given the product [F:8][C:9]1[CH:10]=[C:11]2[N:16]=[C:25]([C:24]3[CH:28]=[CH:29][C:21]([C:19]([O:18][CH3:17])=[O:20])=[CH:22][CH:23]=3)[NH:15][C:12]2=[N:13][CH:14]=1, predict the reactants needed to synthesize it. The reactants are: C(N(CC)CC)C.[F:8][C:9]1[CH:10]=[C:11]([NH2:16])[C:12]([NH2:15])=[N:13][CH:14]=1.[CH3:17][O:18][C:19]([C:21]1[CH:29]=[CH:28][C:24]([C:25](O)=O)=[CH:23][CH:22]=1)=[O:20].F[P-](F)(F)(F)(F)F.N1(OC(N(C)C)=[N+](C)C)C2C=CC=CC=2N=N1.